Dataset: Catalyst prediction with 721,799 reactions and 888 catalyst types from USPTO. Task: Predict which catalyst facilitates the given reaction. (1) Reactant: Cl[C:2](Cl)([O:4]C(=O)OC(Cl)(Cl)Cl)Cl.[Cl:13][C:14]1[C:22]2[C:17](=[CH:18][CH:19]=[CH:20][CH:21]=2)[NH:16][N:15]=1.[NH:23]([C:25]([CH:27]1[CH2:32][CH2:31][N:30]([C:33]([O:35][C:36]([CH3:39])([CH3:38])[CH3:37])=[O:34])[CH2:29][CH2:28]1)=[O:26])[NH2:24].C(=O)([O-])[O-].[Na+].[Na+]. Product: [Cl:13][C:14]1[C:22]2[C:17](=[CH:18][CH:19]=[CH:20][CH:21]=2)[N:16]([C:2]([NH:24][NH:23][C:25]([CH:27]2[CH2:32][CH2:31][N:30]([C:33]([O:35][C:36]([CH3:39])([CH3:38])[CH3:37])=[O:34])[CH2:29][CH2:28]2)=[O:26])=[O:4])[N:15]=1. The catalyst class is: 347. (2) Reactant: C[O:2][C:3]([C:5]1[C:14]2[C:9](=[CH:10][CH:11]=[CH:12][C:13]=2[Br:15])[C:8]([C:16]2[CH2:20][C:19]([C:25]3[CH:30]=[C:29]([Cl:31])[CH:28]=[C:27]([Cl:32])[CH:26]=3)([C:21]([F:24])([F:23])[F:22])[O:18][N:17]=2)=[CH:7][CH:6]=1)=[O:4].[OH-].[K+].Cl. Product: [Br:15][C:13]1[CH:12]=[CH:11][CH:10]=[C:9]2[C:14]=1[C:5]([C:3]([OH:4])=[O:2])=[CH:6][CH:7]=[C:8]2[C:16]1[CH2:20][C:19]([C:25]2[CH:26]=[C:27]([Cl:32])[CH:28]=[C:29]([Cl:31])[CH:30]=2)([C:21]([F:24])([F:23])[F:22])[O:18][N:17]=1. The catalyst class is: 193. (3) Reactant: C(=O)([O-])[O-].[K+].[K+].Cl.COC(C1CC2NC(CCC2)C1)=O.[Br:21][CH:22]([C:25]1[CH:26]=[C:27]2[C:32](=[CH:33][CH:34]=1)[C:31]([C:35]([F:38])([F:37])[F:36])=[C:30]([O:39][CH:40]1[CH2:45][CH2:44][CH:43]([CH2:46][CH3:47])[CH2:42][CH2:41]1)[CH:29]=[CH:28]2)[CH2:23][CH3:24].C([C@@H]1CC[C@H](OC2C(C(F)(F)F)=C3C(=CC=2)C=C(C(N2C4CCCC2CC(C(OC)=O)C4)CC)C=C3)CC1)C.O1CCCC1.CO.[OH-].[Na+].Cl. Product: [Br:21][CH:22]([C:25]1[CH:26]=[C:27]2[C:32](=[CH:33][CH:34]=1)[C:31]([C:35]([F:36])([F:37])[F:38])=[C:30]([O:39][C@H:40]1[CH2:41][CH2:42][C@@H:43]([CH2:46][CH3:47])[CH2:44][CH2:45]1)[CH:29]=[CH:28]2)[CH2:23][CH3:24]. The catalyst class is: 3. (4) Reactant: [Cl:1][C:2]1[CH:3]=[C:4]([CH2:17][N:18]2[C:22]([CH3:23])=[CH:21][C:20]([C:24]([O:26]CC)=[O:25])=[N:19]2)[C:5]2[O:9][C:8]([C:10]3[CH:15]=[CH:14][CH:13]=[CH:12][CH:11]=3)=[CH:7][C:6]=2[CH:16]=1.[OH-].[Na+].O.Cl. Product: [Cl:1][C:2]1[CH:3]=[C:4]([CH2:17][N:18]2[C:22]([CH3:23])=[CH:21][C:20]([C:24]([OH:26])=[O:25])=[N:19]2)[C:5]2[O:9][C:8]([C:10]3[CH:11]=[CH:12][CH:13]=[CH:14][CH:15]=3)=[CH:7][C:6]=2[CH:16]=1. The catalyst class is: 8. (5) Reactant: [N:1]([CH2:4][CH2:5][CH2:6][OH:7])=[N+:2]=[N-:3].C(N(CC)CC)C.[S:15](Cl)([C:18]1[CH:24]=[CH:23][C:21]([CH3:22])=[CH:20][CH:19]=1)(=[O:17])=[O:16]. Product: [C:21]1([CH3:22])[CH:23]=[CH:24][C:18]([S:15]([O:7][CH2:6][CH2:5][CH2:4][N:1]=[N+:2]=[N-:3])(=[O:17])=[O:16])=[CH:19][CH:20]=1. The catalyst class is: 166. (6) The catalyst class is: 7. Product: [Cl:1][C:2]1[C:3]([O:12][C:13]2[CH:18]=[C:17]([O:19][CH:20]([CH3:21])[CH3:22])[CH:16]=[CH:15][C:14]=2[CH2:23][CH2:24][CH2:25][O:26][C:28]2[CH:32]=[C:31]([CH2:33][CH2:34][C:35]([OH:37])=[O:36])[N:30]([CH2:40][CH:41]([CH3:43])[CH3:42])[N:29]=2)=[N:4][CH:5]=[C:6]([C:8]([F:11])([F:10])[F:9])[CH:7]=1. Reactant: [Cl:1][C:2]1[C:3]([O:12][C:13]2[CH:18]=[C:17]([O:19][CH:20]([CH3:22])[CH3:21])[CH:16]=[CH:15][C:14]=2[CH2:23][CH2:24][CH2:25][OH:26])=[N:4][CH:5]=[C:6]([C:8]([F:11])([F:10])[F:9])[CH:7]=1.O[C:28]1[CH:32]=[C:31]([CH2:33][CH2:34][C:35]([O:37]CC)=[O:36])[N:30]([CH2:40][CH:41]([CH3:43])[CH3:42])[N:29]=1.C(P(CCCC)CCCC)CCC.N(C(N1CCCCC1)=O)=NC(N1CCCCC1)=O.O1CCCC1CO.[OH-].[Na+].Cl. (7) Reactant: [NH2:1][C:2]1[C:3]([C:19]#[N:20])=[N:4][C:5]([C:9]2[CH:14]=[CH:13][C:12](=[O:15])[N:11]([CH:16]([CH3:18])[CH3:17])[CH:10]=2)=[CH:6][N+:7]=1[O-:8].[O:21]1CCOCC1. Product: [NH2:1][C:2]1[C:3]([C:19]([NH2:20])=[O:21])=[N:4][C:5]([C:9]2[CH:14]=[CH:13][C:12](=[O:15])[N:11]([CH:16]([CH3:18])[CH3:17])[CH:10]=2)=[CH:6][N+:7]=1[O-:8]. The catalyst class is: 201. (8) Reactant: [F:1][C:2]1[CH:11]=[CH:10][CH:9]=[C:8]2[C:3]=1[CH2:4][CH2:5][CH2:6][C:7]2=[O:12].[BH4-].[Na+]. Product: [F:1][C:2]1[CH:11]=[CH:10][CH:9]=[C:8]2[C:3]=1[CH2:4][CH2:5][CH2:6][CH:7]2[OH:12]. The catalyst class is: 5.